From a dataset of NCI-60 drug combinations with 297,098 pairs across 59 cell lines. Regression. Given two drug SMILES strings and cell line genomic features, predict the synergy score measuring deviation from expected non-interaction effect. (1) Drug 1: C1=CC(=CC=C1CCCC(=O)O)N(CCCl)CCCl. Drug 2: CS(=O)(=O)CCNCC1=CC=C(O1)C2=CC3=C(C=C2)N=CN=C3NC4=CC(=C(C=C4)OCC5=CC(=CC=C5)F)Cl. Cell line: KM12. Synergy scores: CSS=-2.02, Synergy_ZIP=-2.02, Synergy_Bliss=-7.39, Synergy_Loewe=-8.78, Synergy_HSA=-9.32. (2) Drug 1: CN(C)C1=NC(=NC(=N1)N(C)C)N(C)C. Drug 2: CC(C1=C(C=CC(=C1Cl)F)Cl)OC2=C(N=CC(=C2)C3=CN(N=C3)C4CCNCC4)N. Cell line: SNB-75. Synergy scores: CSS=-2.95, Synergy_ZIP=0.0648, Synergy_Bliss=-1.04, Synergy_Loewe=-6.10, Synergy_HSA=-3.24. (3) Drug 1: CCCS(=O)(=O)NC1=C(C(=C(C=C1)F)C(=O)C2=CNC3=C2C=C(C=N3)C4=CC=C(C=C4)Cl)F. Drug 2: B(C(CC(C)C)NC(=O)C(CC1=CC=CC=C1)NC(=O)C2=NC=CN=C2)(O)O. Cell line: UACC62. Synergy scores: CSS=51.1, Synergy_ZIP=8.30, Synergy_Bliss=7.77, Synergy_Loewe=7.15, Synergy_HSA=7.23. (4) Drug 1: C1=CC(=CC=C1C#N)C(C2=CC=C(C=C2)C#N)N3C=NC=N3. Drug 2: CC1CCC2CC(C(=CC=CC=CC(CC(C(=O)C(C(C(=CC(C(=O)CC(OC(=O)C3CCCCN3C(=O)C(=O)C1(O2)O)C(C)CC4CCC(C(C4)OC)OCCO)C)C)O)OC)C)C)C)OC. Cell line: HOP-92. Synergy scores: CSS=1.50, Synergy_ZIP=2.07, Synergy_Bliss=4.14, Synergy_Loewe=0.399, Synergy_HSA=-0.0294. (5) Drug 1: CC1=C2C(C(=O)C3(C(CC4C(C3C(C(C2(C)C)(CC1OC(=O)C(C(C5=CC=CC=C5)NC(=O)OC(C)(C)C)O)O)OC(=O)C6=CC=CC=C6)(CO4)OC(=O)C)OC)C)OC. Drug 2: C1=CC=C(C(=C1)C(C2=CC=C(C=C2)Cl)C(Cl)Cl)Cl. Cell line: NCI-H322M. Synergy scores: CSS=44.6, Synergy_ZIP=4.26, Synergy_Bliss=3.68, Synergy_Loewe=-64.2, Synergy_HSA=3.43.